From a dataset of NCI-60 drug combinations with 297,098 pairs across 59 cell lines. Regression. Given two drug SMILES strings and cell line genomic features, predict the synergy score measuring deviation from expected non-interaction effect. Drug 1: CC1=C(C=C(C=C1)C(=O)NC2=CC(=CC(=C2)C(F)(F)F)N3C=C(N=C3)C)NC4=NC=CC(=N4)C5=CN=CC=C5. Drug 2: CCC1(CC2CC(C3=C(CCN(C2)C1)C4=CC=CC=C4N3)(C5=C(C=C6C(=C5)C78CCN9C7C(C=CC9)(C(C(C8N6C)(C(=O)OC)O)OC(=O)C)CC)OC)C(=O)OC)O.OS(=O)(=O)O. Cell line: SK-MEL-28. Synergy scores: CSS=0.697, Synergy_ZIP=-0.329, Synergy_Bliss=-0.718, Synergy_Loewe=-2.16, Synergy_HSA=-3.09.